From a dataset of Reaction yield outcomes from USPTO patents with 853,638 reactions. Predict the reaction yield, written as a fraction of the theoretical maximum amount of product (1.0 means a 100% yield; for example, 0.34 means a 34% yield). The reactants are [C-:1]#[N:2].[K+].Br[CH2:5][CH2:6][CH2:7][CH2:8][C:9]([O:11][CH3:12])=[O:10]. The catalyst is O.CO. The product is [C:1]([CH2:5][CH2:6][CH2:7][CH2:8][C:9]([O:11][CH3:12])=[O:10])#[N:2]. The yield is 0.740.